This data is from Full USPTO retrosynthesis dataset with 1.9M reactions from patents (1976-2016). The task is: Predict the reactants needed to synthesize the given product. (1) Given the product [F:21][C:22]1[CH:27]=[CH:26][CH:25]=[CH:24][C:23]=1[CH2:10][C:11]1[O:15][N:14]=[C:13]([C:16]([O:18][CH2:19][CH3:20])=[O:17])[CH:12]=1, predict the reactants needed to synthesize it. The reactants are: C(OP(O[CH2:10][C:11]1[O:15][N:14]=[C:13]([C:16]([O:18][CH2:19][CH3:20])=[O:17])[CH:12]=1)(OCC)=O)C.[F:21][C:22]1[CH:27]=[CH:26][CH:25]=[CH:24][C:23]=1B(O)O.C(=O)([O-])[O-].[K+].[K+].C1(P(C2C=CC=CC=2)C2C=CC=CC=2)C=CC=CC=1. (2) Given the product [N:2]1([CH2:4][C@@H:5]2[CH2:6][C@H:7]([C:9]3[N:13]4[CH:14]=[CH:15][N:16]=[C:17]([NH2:18])[C:12]4=[C:11]([C:19]4[CH:24]=[CH:23][CH:22]=[C:21]([O:25][CH2:26][C:27]5[CH:28]=[CH:29][CH:30]=[CH:31][CH:32]=5)[CH:20]=4)[N:10]=3)[CH2:8]2)[CH2:1][CH2:34][CH2:3]1, predict the reactants needed to synthesize it. The reactants are: [CH3:1][N:2]([CH2:4][CH:5]1[CH2:8][CH:7]([C:9]2[N:13]3[CH:14]=[CH:15][N:16]=[C:17]([NH2:18])[C:12]3=[C:11]([C:19]3[CH:24]=[CH:23][CH:22]=[C:21]([O:25][CH2:26][C:27]4[CH:32]=[CH:31][CH:30]=[CH:29][CH:28]=4)[CH:20]=3)[N:10]=2)[CH2:6]1)[CH3:3].N1CC[CH2:34]1. (3) Given the product [N:18]1[C:17]2[CH:16]=[CH:15][N:14]=[CH:13][C:12]=2[O:11][C:10]=1[C:7]1[CH:6]=[CH:5][C:4]([NH2:1])=[CH:9][CH:8]=1, predict the reactants needed to synthesize it. The reactants are: [N+:1]([C:4]1[CH:9]=[CH:8][C:7]([C:10]2[O:11][C:12]3[CH:13]=[N:14][CH:15]=[CH:16][C:17]=3[N:18]=2)=[CH:6][CH:5]=1)([O-])=O.[NH4+].[Cl-].O. (4) Given the product [ClH:30].[NH2:21][CH:18]1[CH2:19][CH2:20][N:15]([CH2:14][CH:13]2[N:9]3[C:10]4[C:5]([CH:6]=[CH:7][C:8]3=[O:29])=[CH:4][CH:3]=[C:2]([F:1])[C:11]=4[CH2:12]2)[CH2:16][CH2:17]1, predict the reactants needed to synthesize it. The reactants are: [F:1][C:2]1[C:11]2[CH2:12][CH:13]([CH2:14][N:15]3[CH2:20][CH2:19][CH:18]([NH:21]C(=O)OC(C)(C)C)[CH2:17][CH2:16]3)[N:9]3[C:10]=2[C:5]([CH:6]=[CH:7][C:8]3=[O:29])=[CH:4][CH:3]=1.[ClH:30].CO. (5) Given the product [Cl:1][C:2]1[CH:3]=[N+:4]([O-:27])[CH:5]=[C:6]([Cl:26])[C:7]=1[CH2:8][C@@H:9]([C:11]1[CH:16]=[CH:15][C:14]([O:17][CH:18]([F:20])[F:19])=[C:13]([O:21][CH2:22][CH:23]2[CH2:25][CH2:24]2)[CH:12]=1)[O:10][C:37](=[O:38])[CH2:36][O:35][C:33]([C:29]1[S:28][CH:32]=[CH:31][CH:30]=1)=[O:34], predict the reactants needed to synthesize it. The reactants are: [Cl:1][C:2]1[CH:3]=[N+:4]([O-:27])[CH:5]=[C:6]([Cl:26])[C:7]=1[CH2:8][C@@H:9]([C:11]1[CH:16]=[CH:15][C:14]([O:17][CH:18]([F:20])[F:19])=[C:13]([O:21][CH2:22][CH:23]2[CH2:25][CH2:24]2)[CH:12]=1)[OH:10].[S:28]1[CH:32]=[CH:31][CH:30]=[C:29]1[C:33]([O:35][CH2:36][C:37](O)=[O:38])=[O:34].C(Cl)CCl. (6) Given the product [Br:6][C:7]1[CH:8]=[CH:9][C:10]([CH2:13][O:14][Si:20]([C:23]([CH3:26])([CH3:25])[CH3:24])([CH3:22])[CH3:21])=[CH:11][N:12]=1, predict the reactants needed to synthesize it. The reactants are: CN(C=O)C.[Br:6][C:7]1[N:12]=[CH:11][C:10]([CH2:13][OH:14])=[CH:9][CH:8]=1.N1C=CN=C1.[Si:20](Cl)([C:23]([CH3:26])([CH3:25])[CH3:24])([CH3:22])[CH3:21]. (7) Given the product [CH:25]([C:28]1[CH:33]=[CH:32][CH:31]=[C:30]([CH:34]([CH3:35])[CH3:36])[C:29]=1[NH:37][C:38](=[O:39])[N:10]([CH2:9][C:6]1[CH:5]=[CH:4][C:3]([O:2][CH3:1])=[CH:8][CH:7]=1)[C:11]1[CH:16]=[CH:15][C:14]([CH2:17][CH2:18][CH2:19][CH2:20][CH2:21][CH2:22][CH2:23][CH3:24])=[CH:13][CH:12]=1)([CH3:26])[CH3:27], predict the reactants needed to synthesize it. The reactants are: [CH3:1][O:2][C:3]1[CH:8]=[CH:7][C:6]([CH2:9][NH:10][C:11]2[CH:16]=[CH:15][C:14]([CH2:17][CH2:18][CH2:19][CH2:20][CH2:21][CH2:22][CH2:23][CH3:24])=[CH:13][CH:12]=2)=[CH:5][CH:4]=1.[CH:25]([C:28]1[CH:33]=[CH:32][CH:31]=[C:30]([CH:34]([CH3:36])[CH3:35])[C:29]=1[N:37]=[C:38]=[O:39])([CH3:27])[CH3:26]. (8) Given the product [OH:34][C:26]1[N:7]=[C:8]2[S:12][C:11]3[CH2:13][CH2:14][CH2:15][CH2:16][C:10]=3[C:9]2=[C:17]([C:19]2[CH:24]=[CH:23][C:22]([CH3:25])=[CH:21][CH:20]=2)[C:27]=1[CH2:28][C:29]([OH:31])=[O:30], predict the reactants needed to synthesize it. The reactants are: CC(C)([O-])C.[K+].[NH2:7][C:8]1[S:12][C:11]2[CH2:13][CH2:14][CH2:15][CH2:16][C:10]=2[C:9]=1[C:17]([C:19]1[CH:24]=[CH:23][C:22]([CH3:25])=[CH:21][CH:20]=1)=O.[C:26](OCC)(=[O:34])[CH2:27][CH2:28][C:29]([O:31]CC)=[O:30].Cl.